From a dataset of Forward reaction prediction with 1.9M reactions from USPTO patents (1976-2016). Predict the product of the given reaction. (1) Given the reactants [C:1]([CH:3]=[C:4]([NH:13][C:14](=O)[O:15]CC)[C:5]1[CH:10]=[CH:9][C:8]([Cl:11])=[CH:7][C:6]=1[Cl:12])#[N:2].[N:19]1([CH2:25][C:26]([NH:28][NH2:29])=O)[CH2:24][CH2:23][O:22][CH2:21][CH2:20]1.C(OCC)(=O)C.O, predict the reaction product. The product is: [Cl:12][C:6]1[CH:7]=[C:8]([Cl:11])[CH:9]=[CH:10][C:5]=1[C:4]1[N:13]=[C:14]([OH:15])[N:29]2[N:28]=[C:26]([CH2:25][N:19]3[CH2:24][CH2:23][O:22][CH2:21][CH2:20]3)[N:2]=[C:1]2[CH:3]=1. (2) Given the reactants Br[C:2]1[CH:7]=[C:6]([C:8]([N:10]2[CH2:15][C@@H:14]([C:16]3[N:20]=[C:19]([C:21]4[NH:22][CH:23]=[C:24]([Cl:26])[CH:25]=4)[O:18][N:17]=3)[CH2:13][CH2:12][C@H:11]2[CH3:27])=[O:9])[CH:5]=[CH:4][N:3]=1.C(=O)([O-])[O-].[Cs+].[Cs+].[N:34]1[CH:39]=[CH:38][C:37](B2OC(C)(C)C(C)(C)O2)=[CH:36][CH:35]=1, predict the reaction product. The product is: [N:3]1[CH:4]=[CH:5][C:6]([C:8]([N:10]2[CH2:15][C@@H:14]([C:16]3[N:20]=[C:19]([C:21]4[NH:22][CH:23]=[C:24]([Cl:26])[CH:25]=4)[O:18][N:17]=3)[CH2:13][CH2:12][C@H:11]2[CH3:27])=[O:9])=[CH:7][C:2]=1[C:37]1[CH:38]=[CH:39][N:34]=[CH:35][CH:36]=1. (3) Given the reactants C(P(C1C=C[C:10]([NH2:11])=C(OC)C=1)(CC)=O)C.ClC1N=C(Cl)C(Cl)=CN=1.Cl[C:26]1[N:31]=[C:30]([NH:32][C:33]2[CH:38]=[CH:37][C:36]([P:39]([CH2:43][CH3:44])([CH2:41][CH3:42])=[O:40])=[CH:35][C:34]=2[O:45][CH3:46])[C:29]([Cl:47])=[CH:28][N:27]=1.[CH:48]1([C:51]2[O:55][C:54]([NH2:56])=NC=2)[CH2:50][CH2:49]1, predict the reaction product. The product is: [Cl:47][C:29]1[C:30]([NH:32][C:33]2[CH:38]=[CH:37][C:36]([P:39]([CH2:43][CH3:44])([CH2:41][CH3:42])=[O:40])=[CH:35][C:34]=2[O:45][CH3:46])=[N:31][C:26]([NH:56][C:54]2[O:55][C:51]([CH:48]3[CH2:49][CH2:50]3)=[N:11][CH:10]=2)=[N:27][CH:28]=1. (4) Given the reactants [CH:1]1([N:4]2[C:13]3[C:8](=[CH:9][C:10]([F:22])=[C:11]([O:14][S:15]([C:18]([F:21])([F:20])[F:19])(=[O:17])=[O:16])[CH:12]=3)[C:7](=[O:23])[C:6]([C:24]([O:26][CH2:27][CH3:28])=[O:25])=[CH:5]2)[CH2:3][CH2:2]1.C1(N2C3C(=CC(F)=C(F)[C:40]=3[O:42]C)C(=O)C=C2C(O)=O)CC1, predict the reaction product. The product is: [CH:1]1([N:4]2[C:13]3[C:8](=[CH:9][C:10]([F:22])=[C:11]([O:14][S:15]([C:18]([F:21])([F:20])[F:19])(=[O:17])=[O:16])[C:12]=3[O:42][CH3:40])[C:7](=[O:23])[C:6]([C:24]([O:26][CH2:27][CH3:28])=[O:25])=[CH:5]2)[CH2:2][CH2:3]1. (5) Given the reactants [Br:1][C:2]1[CH:7]=[CH:6][C:5]([C:8]2[CH:13]=[CH:12][C:11]([OH:14])=[CH:10][CH:9]=2)=[CH:4][CH:3]=1, predict the reaction product. The product is: [Br:1][C:2]1[CH:3]=[CH:4][C:5]([C:8]2[CH:13]=[CH:12][C:11]([OH:14])=[C:10]([C:5]([CH3:8])([CH3:6])[CH3:4])[CH:9]=2)=[CH:6][CH:7]=1. (6) Given the reactants [Br:1][C:2]1[CH:3]=[C:4]2[C:10]([NH:11][C:12]([C:14]3[CH:15]=[N:16][N:17]([CH2:19][C:20]4[CH:25]=[CH:24][CH:23]=[CH:22][CH:21]=4)[CH:18]=3)=[O:13])=[CH:9][NH:8][C:5]2=[N:6][CH:7]=1.[OH-].[Na+].[S:28](Cl)([C:31]1[CH:37]=[CH:36][C:34]([CH3:35])=[CH:33][CH:32]=1)(=[O:30])=[O:29], predict the reaction product. The product is: [Br:1][C:2]1[CH:3]=[C:4]2[C:10]([NH:11][C:12]([C:14]3[CH:15]=[N:16][N:17]([CH2:19][C:20]4[CH:25]=[CH:24][CH:23]=[CH:22][CH:21]=4)[CH:18]=3)=[O:13])=[CH:9][N:8]([S:28]([C:31]3[CH:37]=[CH:36][C:34]([CH3:35])=[CH:33][CH:32]=3)(=[O:30])=[O:29])[C:5]2=[N:6][CH:7]=1. (7) Given the reactants [OH:1][C:2]1[CH:14]=[C:13]2[C:5]([C:6]3[C:7]([C:18]4[CH:23]=[CH:22][CH:21]=[C:20]([N:24]5[CH2:32][C:31]6[C:26](=[CH:27][C:28]([CH3:33])=[CH:29][CH:30]=6)[C:25]5=[O:34])[C:19]=4[CH3:35])=[CH:8][CH:9]=[C:10]([C:15]([NH2:17])=[O:16])[C:11]=3[NH:12]2)=[CH:4][CH:3]=1.[C:36](=O)([O-])[O-].[K+].[K+].CC1C=CC(S(O[CH2:53][CH:54]2[O:58][C:57]([CH3:60])(C)[CH2:56][O:55]2)(=O)=O)=CC=1, predict the reaction product. The product is: [CH3:36][C:54]1([CH3:53])[O:58][CH:57]([CH2:60][O:1][C:2]2[CH:14]=[C:13]3[C:5]([C:6]4[C:7]([C:18]5[CH:23]=[CH:22][CH:21]=[C:20]([N:24]6[CH2:32][C:31]7[C:26](=[CH:27][C:28]([CH3:33])=[CH:29][CH:30]=7)[C:25]6=[O:34])[C:19]=5[CH3:35])=[CH:8][CH:9]=[C:10]([C:15]([NH2:17])=[O:16])[C:11]=4[NH:12]3)=[CH:4][CH:3]=2)[CH2:56][O:55]1. (8) Given the reactants C[O:2][C:3](=[O:40])[C:4]1[CH:9]=[C:8]([O:10][C:11]2[CH:16]=[C:15]([F:17])[CH:14]=[CH:13][C:12]=2[NH:18][S:19]([C:22]2[CH:27]=[CH:26][C:25]([CH3:28])=[CH:24][CH:23]=2)(=[O:21])=[O:20])[CH:7]=[CH:6][C:5]=1[NH:29][S:30]([C:33]1[CH:38]=[CH:37][C:36]([CH3:39])=[CH:35][CH:34]=1)(=[O:32])=[O:31], predict the reaction product. The product is: [F:17][C:15]1[CH:14]=[CH:13][C:12]([NH:18][S:19]([C:22]2[CH:23]=[CH:24][C:25]([CH3:28])=[CH:26][CH:27]=2)(=[O:21])=[O:20])=[C:11]([CH:16]=1)[O:10][C:8]1[CH:7]=[CH:6][C:5]([NH:29][S:30]([C:33]2[CH:34]=[CH:35][C:36]([CH3:39])=[CH:37][CH:38]=2)(=[O:32])=[O:31])=[C:4]([CH:9]=1)[C:3]([OH:40])=[O:2].